This data is from Drug-target binding data from BindingDB using IC50 measurements. The task is: Regression. Given a target protein amino acid sequence and a drug SMILES string, predict the binding affinity score between them. We predict pIC50 (pIC50 = -log10(IC50 in M); higher means more potent). Dataset: bindingdb_ic50. The drug is Cc1nc2cc(OC(F)(F)F)ccc2n1-c1ccc(C(=O)NC2CC2)s1. The pIC50 is 7.2. The target protein sequence is MISKLKPQFMFLPKKHILSYCRKDVLNLFEQKFYYTSKRKESNNMKNESLLRLINYNRYYNKIDSNNYYNGGKILSNDRQYIYSPLCEYKKKINDISSYVSVPFKINIRNLGTSNFVNNKKDVLDNDYIYENIKKEKSKHKKIIFLLFVSLFGLYGFFESYNPEFFLYDIFLKFCLKYIDGEICHDLFLLLGKYNILPYDTSNDSIYACTNIKHLDFINPFGVAAGFDKNGVCIDSILKLGFSFIEIGTITPRGQTGNAKPRIFRDVESRSIINSCGFNNMGCDKVTENLILFRKRQEEDKLLSKHIVGVSIGKNKDTVNIVDDLKYCINKIGRYADYIAINVSSPNTPGLRDNQEAGKLKNIILSVKEEIDNLEKNNIMNDESTYNEDNKIVEKKNNFNKNNSHMMKDAKDNFLWFNTTKKKPLVFVKLAPDLNQEQKKEIADVLLETNIDGMIISNTTTQINDIKSFENKKGGVSGAKLKDISTKFICEMYNYTNKQI....